This data is from Catalyst prediction with 721,799 reactions and 888 catalyst types from USPTO. The task is: Predict which catalyst facilitates the given reaction. (1) Reactant: [Br:1][CH2:2][CH2:3][CH2:4][CH2:5][CH2:6][CH2:7][CH2:8][CH2:9][CH2:10][CH:11]=[CH2:12].C([O-])(=[S:15])C.C(O)(=S)C. Product: [Br:1][CH2:2][CH2:3][CH2:4][CH2:5][CH2:6][CH2:7][CH2:8][CH2:9][CH2:10][CH2:11][CH2:12][SH:15]. The catalyst class is: 11. (2) Reactant: [Cl-].[F:2][C:3]1[CH:28]=[CH:27][C:6]([CH2:7][P+](C2C=CC=CC=2)(C2C=CC=CC=2)C2C=CC=CC=2)=[CH:5][CH:4]=1.[H-].[Na+].O=[C:32]1[CH2:37][CH2:36][N:35]([C:38]([O:40][C:41]([CH3:44])([CH3:43])[CH3:42])=[O:39])[CH2:34][CH2:33]1. Product: [C:41]([O:40][C:38]([N:35]1[CH2:36][CH2:37][C:32](=[CH:7][C:6]2[CH:5]=[CH:4][C:3]([F:2])=[CH:28][CH:27]=2)[CH2:33][CH2:34]1)=[O:39])([CH3:44])([CH3:42])[CH3:43]. The catalyst class is: 1.